This data is from Full USPTO retrosynthesis dataset with 1.9M reactions from patents (1976-2016). The task is: Predict the reactants needed to synthesize the given product. (1) Given the product [Br:1][C:2]1[CH:12]=[CH:11][C:5]2[O:6][C:7]3[C:8](=[O:9])[NH:10][C:17]([CH2:16][NH:15][CH2:20][CH2:19][O:22][CH3:21])=[N:14][C:13]=3[C:4]=2[CH:3]=1, predict the reactants needed to synthesize it. The reactants are: [Br:1][C:2]1[CH:12]=[CH:11][C:5]([O:6][CH2:7][C:8]([NH2:10])=[O:9])=[C:4]([C:13]#[N:14])[CH:3]=1.[NH:15]1[CH2:20][CH2:19]C[CH2:17][CH2:16]1.[CH3:21][O:22]CCN. (2) Given the product [CH3:35][N:36]([CH3:42])[C@H:37]1[CH2:41][CH2:40][N:39]([C:2]2[C:3]([C:22]3[CH:27]=[CH:26][CH:25]=[CH:24][CH:23]=3)=[C:4]([CH3:21])[C:5]([C:19]#[N:20])=[C:6]3[C:10]=2[O:9][C:8]([N:11]([CH3:18])[CH2:12][C:13]2[NH:17][N:16]=[CH:15][N:14]=2)=[N:7]3)[CH2:38]1, predict the reactants needed to synthesize it. The reactants are: F[C:2]1[C:3]([C:22]2[CH:27]=[CH:26][CH:25]=[CH:24][CH:23]=2)=[C:4]([CH3:21])[C:5]([C:19]#[N:20])=[C:6]2[C:10]=1[O:9][C:8]([N:11]([CH3:18])[CH2:12][C:13]1[NH:17][N:16]=[CH:15][N:14]=1)=[N:7]2.C(N(CC)CC)C.[CH3:35][N:36]([CH3:42])[C@H:37]1[CH2:41][CH2:40][NH:39][CH2:38]1. (3) Given the product [CH3:36][O:35][C:33](=[O:34])[CH:32]([NH:30][C:27]1[CH:26]=[CH:25][C:24]([CH2:23][N:11]2[CH:12]=[C:13]([C:15]3[CH:20]=[CH:19][C:18]([Cl:21])=[CH:17][C:16]=3[Cl:22])[N:14]=[C:10]2[CH:9]=[CH:8][C:5]2[CH:4]=[CH:3][C:2]([Br:1])=[CH:7][CH:6]=2)=[CH:29][CH:28]=1)[CH3:37], predict the reactants needed to synthesize it. The reactants are: [Br:1][C:2]1[CH:7]=[CH:6][C:5](/[CH:8]=[CH:9]/[C:10]2[N:11]([CH2:23][C:24]3[CH:29]=[CH:28][C:27]([NH2:30])=[CH:26][CH:25]=3)[CH:12]=[C:13]([C:15]3[CH:20]=[CH:19][C:18]([Cl:21])=[CH:17][C:16]=3[Cl:22])[N:14]=2)=[CH:4][CH:3]=1.Br[CH:32]([CH3:37])[C:33]([O:35][CH3:36])=[O:34]. (4) Given the product [CH2:15]([C:22]1[CH:27]=[C:26]([CH3:28])[N:25]=[C:24]([NH:14][C:4]2[CH:5]=[CH:6][C:7]([N:8]3[CH:12]=[CH:11][N:10]=[C:9]3[CH3:13])=[C:2]([F:1])[CH:3]=2)[N:23]=1)[C:16]1[CH:17]=[CH:18][CH:19]=[CH:20][CH:21]=1, predict the reactants needed to synthesize it. The reactants are: [F:1][C:2]1[CH:3]=[C:4]([NH2:14])[CH:5]=[CH:6][C:7]=1[N:8]1[CH:12]=[CH:11][N:10]=[C:9]1[CH3:13].[CH2:15]([C:22]1[CH:27]=[C:26]([CH3:28])[N:25]=[C:24](Cl)[N:23]=1)[C:16]1[CH:21]=[CH:20][CH:19]=[CH:18][CH:17]=1. (5) Given the product [Cl:1][C:2]1[CH:11]=[CH:10][C:9]2[C:4](=[CH:5][CH:6]=[CH:7][C:8]=2[N+:12]([O-:14])=[O:13])[N:3]=1, predict the reactants needed to synthesize it. The reactants are: [Cl:1][C:2]1[CH:11]=[CH:10][C:9]2[C:4](=[CH:5][CH:6]=[CH:7][CH:8]=2)[N:3]=1.[N+:12]([O-])([O-:14])=[O:13].[K+].